This data is from Forward reaction prediction with 1.9M reactions from USPTO patents (1976-2016). The task is: Predict the product of the given reaction. (1) Given the reactants [NH2:1][C:2]1[CH:3]=[CH:4][C:5]([S:12](=[O:25])(=[O:24])[NH:13][C:14]2[CH:15]=[CH:16][C:17]3[CH2:21][O:20][B:19]([OH:22])[C:18]=3[CH:23]=2)=[C:6]([CH2:8][C:9](O)=[O:10])[CH:7]=1.[CH2:26]([NH2:30])[CH2:27][CH2:28][CH3:29].C1CN([P+](ON2N=NC3C=CC=CC2=3)(N2CCCC2)N2CCCC2)CC1.F[P-](F)(F)(F)(F)F, predict the reaction product. The product is: [NH2:1][C:2]1[CH:3]=[CH:4][C:5]([S:12](=[O:24])(=[O:25])[NH:13][C:14]2[CH:15]=[CH:16][C:17]3[CH2:21][O:20][B:19]([OH:22])[C:18]=3[CH:23]=2)=[C:6]([CH2:8][C:9]([NH:30][CH2:26][CH2:27][CH2:28][CH3:29])=[O:10])[CH:7]=1. (2) The product is: [CH3:1][NH:2][CH2:3][CH2:4][C@H:5]([O:11][C:12]1[CH:13]=[CH:14][CH:15]=[C:16]2[CH:21]=[CH:20][CH:19]=[CH:18][C:17]=12)[C:6]1[S:10][CH:9]=[CH:8][CH:7]=1.[ClH:22]. Given the reactants [CH3:1][NH:2][CH2:3][CH2:4][C@H:5]([O:11][C:12]1[CH:13]=[CH:14][CH:15]=[C:16]2[CH:21]=[CH:20][CH:19]=[CH:18][C:17]=12)[C:6]1[S:10][CH:9]=[CH:8][CH:7]=1.[ClH:22].C(OCC)(=O)C, predict the reaction product. (3) Given the reactants [F:1][C:2]([F:19])([F:18])[C:3]1[CH:4]=[C:5]([CH:15]=[CH:16][CH:17]=1)[O:6][C:7]1[CH:8]=[C:9]([CH:12]=[CH:13][CH:14]=1)[CH:10]=O.[CH3:20][CH:21]([CH3:37])[C:22]([NH:24][C:25]1[CH:30]=[CH:29][CH:28]=[C:27]([CH:31]2[CH2:36][CH2:35][NH:34][CH2:33][CH2:32]2)[CH:26]=1)=[O:23], predict the reaction product. The product is: [CH3:20][CH:21]([CH3:37])[C:22]([NH:24][C:25]1[CH:30]=[CH:29][CH:28]=[C:27]([CH:31]2[CH2:36][CH2:35][N:34]([CH2:10][C:9]3[CH:12]=[CH:13][CH:14]=[C:7]([O:6][C:5]4[CH:15]=[CH:16][CH:17]=[C:3]([C:2]([F:19])([F:18])[F:1])[CH:4]=4)[CH:8]=3)[CH2:33][CH2:32]2)[CH:26]=1)=[O:23]. (4) Given the reactants [CH3:1][O:2][C:3]([CH:5]1[CH2:14][CH2:13][C:12]2[C:7](=[CH:8][CH:9]=[C:10]([OH:15])[CH:11]=2)[CH2:6]1)=[O:4].[C:16]([C@H:20]1[CH2:25][CH2:24][C@H:23](O)[CH2:22][CH2:21]1)([CH3:19])([CH3:18])[CH3:17].C1(P(C2C=CC=CC=2)C2C=CC=CC=2)C=CC=CC=1.C1(C)C=CC=CC=1.N(C(OC(C)C)=O)=NC(OC(C)C)=O, predict the reaction product. The product is: [C:16]([C@H:20]1[CH2:25][CH2:24][C@H:23]([O:15][C:10]2[CH:11]=[C:12]3[C:7](=[CH:8][CH:9]=2)[CH2:6][CH:5]([C:3]([O:2][CH3:1])=[O:4])[CH2:14][CH2:13]3)[CH2:22][CH2:21]1)([CH3:19])([CH3:18])[CH3:17].